This data is from HIV replication inhibition screening data with 41,000+ compounds from the AIDS Antiviral Screen. The task is: Binary Classification. Given a drug SMILES string, predict its activity (active/inactive) in a high-throughput screening assay against a specified biological target. (1) The drug is COc1ccc2c(c1)[nH]c1c3ccccc3[s+]cc21.[O-][Cl+3]([O-])([O-])O. The result is 0 (inactive). (2) The compound is COc1ccc(-n2c(C)nc3ccc(NC4OC(CO)C(O)C(O)C4O)cc3c2=O)cc1. The result is 0 (inactive).